Dataset: Full USPTO retrosynthesis dataset with 1.9M reactions from patents (1976-2016). Task: Predict the reactants needed to synthesize the given product. (1) Given the product [CH2:1]([O:9][C:10]1[C:11](=[O:22])[O:12][C:13]2[CH:20]=[CH:19][CH:18]=[C:17]([O:21][CH2:24][CH2:25][C:26]([O:28][CH2:29][CH3:30])=[O:27])[C:14]=2[C:15]=1[OH:16])[CH2:2][CH2:3][CH2:4][CH2:5][CH2:6][CH2:7][CH3:8], predict the reactants needed to synthesize it. The reactants are: [CH2:1]([O:9][C:10]1[C:11](=[O:22])[O:12][C:13]2[CH:20]=[CH:19][CH:18]=[C:17]([OH:21])[C:14]=2[C:15]=1[OH:16])[CH2:2][CH2:3][CH2:4][CH2:5][CH2:6][CH2:7][CH3:8].Br[CH2:24][CH2:25][C:26]([O:28][CH2:29][CH3:30])=[O:27]. (2) Given the product [NH2:1][C:2]1[C:7]([C:8]#[N:9])=[C:6]([NH:10][C@H:11]([C:13]2[N:18]([C:19]3[CH:20]=[CH:21][CH:22]=[CH:23][CH:24]=3)[C:17](=[O:25])[C:16]3=[C:26]([S:29][C:30]4[CH:35]=[CH:34][CH:33]=[C:32]([OH:36])[CH:31]=4)[CH:27]=[CH:28][N:15]3[N:14]=2)[CH3:12])[N:5]=[CH:4][N:3]=1, predict the reactants needed to synthesize it. The reactants are: [NH2:1][C:2]1[C:7]([C:8]#[N:9])=[C:6]([NH:10][C@H:11]([C:13]2[N:18]([C:19]3[CH:24]=[CH:23][CH:22]=[CH:21][CH:20]=3)[C:17](=[O:25])[C:16]3=[C:26]([S:29][C:30]4[CH:35]=[CH:34][CH:33]=[C:32]([O:36]C)[CH:31]=4)[CH:27]=[CH:28][N:15]3[N:14]=2)[CH3:12])[N:5]=[CH:4][N:3]=1.B(Br)(Br)Br.